This data is from Catalyst prediction with 721,799 reactions and 888 catalyst types from USPTO. The task is: Predict which catalyst facilitates the given reaction. (1) Reactant: [CH3:1][C:2]([CH3:9])([CH3:8])[C:3](=O)[CH2:4][C:5]#[N:6].Cl.[NH:11]([CH2:13][CH2:14][OH:15])[NH2:12]. Product: [NH2:6][C:5]1[N:11]([CH2:13][CH2:14][OH:15])[N:12]=[C:3]([C:2]([CH3:9])([CH3:8])[CH3:1])[CH:4]=1. The catalyst class is: 8. (2) Reactant: O[CH:2]=[C:3]1[C:11]2[C:6](=[CH:7][C:8]([C:12]([C:14]3[CH:19]=[CH:18][C:17]([NH:20][C:21]([C:23]4[N:24]([CH2:29][CH3:30])[N:25]=[C:26]([CH3:28])[CH:27]=4)=[O:22])=[CH:16][CH:15]=3)=[O:13])=[CH:9][CH:10]=2)[NH:5][C:4]1=[O:31].[NH2:32][C:33]1[CH:34]=[CH:35][C:36]([CH3:40])=[C:37]([OH:39])[CH:38]=1. Product: [OH:39][C:37]1[CH:38]=[C:33]([NH:32][CH:2]=[C:3]2[C:11]3[C:6](=[CH:7][C:8]([C:12]([C:14]4[CH:19]=[CH:18][C:17]([NH:20][C:21]([C:23]5[N:24]([CH2:29][CH3:30])[N:25]=[C:26]([CH3:28])[CH:27]=5)=[O:22])=[CH:16][CH:15]=4)=[O:13])=[CH:9][CH:10]=3)[NH:5][C:4]2=[O:31])[CH:34]=[CH:35][C:36]=1[CH3:40]. The catalyst class is: 1. (3) The catalyst class is: 5. Product: [CH2:1]([O:8][C:9]1[CH:10]=[CH:13][C:14]([CH:27]=[C:22]([O:21][CH3:20])[C:23]([O:25][CH3:26])=[O:24])=[CH:15][CH:16]=1)[C:2]1[CH:3]=[CH:4][CH:5]=[CH:6][CH:7]=1. Reactant: [CH2:1]([O:8][C:9]1[CH:16]=[CH:15][CH:14]=[CH:13][C:10]=1C=O)[C:2]1[CH:7]=[CH:6][CH:5]=[CH:4][CH:3]=1.C[O-].[Na+].[CH3:20][O:21][C:22](=[CH2:27])[C:23]([O:25][CH3:26])=[O:24].